From a dataset of Catalyst prediction with 721,799 reactions and 888 catalyst types from USPTO. Predict which catalyst facilitates the given reaction. (1) Reactant: Cl[C:2]1[N:7]2[CH:8]=[CH:9][N:10]=[C:6]2[N:5]=[C:4]([Cl:11])[C:3]=1[C:12]1[C:17]([F:18])=[CH:16][C:15]([F:19])=[CH:14][C:13]=1[F:20].[F:21][C:22]([F:26])([F:25])[CH2:23][NH2:24].[Cl-].[Na+]. Product: [Cl:11][C:4]1[C:3]([C:12]2[C:17]([F:18])=[CH:16][C:15]([F:19])=[CH:14][C:13]=2[F:20])=[C:2]([NH:24][CH2:23][C:22]([F:26])([F:25])[F:21])[N:7]2[CH:8]=[CH:9][N:10]=[C:6]2[N:5]=1. The catalyst class is: 9. (2) Reactant: C([O-])=O.[NH4+].[OH:5][C:6]([C:8]([F:11])([F:10])[F:9])=[O:7].[OH:12][C:13]([C:15]([F:18])([F:17])[F:16])=[O:14].[C:19]1([CH2:25][CH2:26][C:27]2[CH:28]=[N:29][N:30]([CH2:45][CH3:46])[C:31]=2[CH:32]2[CH2:37][CH2:36][N:35](CC3C=CC=CC=3)[CH2:34][CH2:33]2)[CH:24]=[CH:23][CH:22]=[CH:21][CH:20]=1. Product: [OH:7][C:6]([C:8]([F:11])([F:10])[F:9])=[O:5].[OH:14][C:13]([C:15]([F:18])([F:17])[F:16])=[O:12].[C:19]1([CH2:25][CH2:26][C:27]2[CH:28]=[N:29][N:30]([CH2:45][CH3:46])[C:31]=2[CH:32]2[CH2:37][CH2:36][NH:35][CH2:34][CH2:33]2)[CH:24]=[CH:23][CH:22]=[CH:21][CH:20]=1. The catalyst class is: 105. (3) Reactant: Cl.OC(C)(C)[CH2:4][N:5]1[CH:9]=[CH:8][C:7]([NH:10][C:11](=[O:33])[C@@H:12]([N:17]2[CH2:21][C:20]([O:22][C:23]3[CH:28]=[CH:27][CH:26]=[CH:25][C:24]=3[O:29][CH2:30][CH3:31])=[CH:19][C:18]2=[O:32])[CH2:13][CH:14]([CH3:16])[CH3:15])=[N:6]1.CN1C=CC(N)=N1.F[P-](F)(F)(F)(F)F.N1(O[P+](N(C)C)(N(C)C)N(C)C)C2C=CC=CC=2N=N1.C(N(CC)C(C)C)(C)C. Product: [CH3:4][N:5]1[CH:9]=[CH:8][C:7]([NH:10][C:11](=[O:33])[C@@H:12]([N:17]2[CH2:21][C:20]([O:22][C:23]3[CH:28]=[CH:27][CH:26]=[CH:25][C:24]=3[O:29][CH2:30][CH3:31])=[CH:19][C:18]2=[O:32])[CH2:13][CH:14]([CH3:15])[CH3:16])=[N:6]1. The catalyst class is: 42. (4) Reactant: CC1(C)[O:6][C:5](=[CH:7][C:8]([N:10]([CH2:16][C:17]2[CH:22]=[CH:21][C:20]([F:23])=[CH:19][CH:18]=2)[O:11][CH2:12][C:13]([OH:15])=[O:14])=[O:9])[C:4](=[O:24])[O:3]1.[OH-].[Li+].Cl. Product: [C:13]([CH2:12][O:11][N:10]([CH2:16][C:17]1[CH:18]=[CH:19][C:20]([F:23])=[CH:21][CH:22]=1)[C:8]([CH:7]=[C:5]([OH:6])[C:4]([OH:24])=[O:3])=[O:9])([OH:15])=[O:14]. The catalyst class is: 7. (5) Reactant: [NH2:1][C:2]1[C:7]([C:8]#[N:9])=[C:6]([S:10][CH3:11])[C:5]([C:12]#[N:13])=[C:4]([SH:14])[N:3]=1.Cl[CH2:16][C:17]1[N:18]=[C:19]([C:22]2[CH:27]=[CH:26][C:25]([Cl:28])=[CH:24][CH:23]=2)[S:20][CH:21]=1.C(=O)(O)[O-].[Na+]. Product: [NH2:1][C:2]1[C:7]([C:8]#[N:9])=[C:6]([S:10][CH3:11])[C:5]([C:12]#[N:13])=[C:4]([S:14][CH2:16][C:17]2[N:18]=[C:19]([C:22]3[CH:27]=[CH:26][C:25]([Cl:28])=[CH:24][CH:23]=3)[S:20][CH:21]=2)[N:3]=1. The catalyst class is: 3. (6) Reactant: Cl[C:2]1[C:3]2[S:23][CH2:22][CH2:21][C:4]=2[N:5]=[C:6]([N:8]2[CH2:13][CH2:12][N:11]([C:14]3[CH:19]=[CH:18][C:17]([OH:20])=[CH:16][CH:15]=3)[CH2:10][CH2:9]2)[N:7]=1.[N-:24]=[N+:25]=[N-:26].[Na+]. Product: [N:24]([C:2]1[C:3]2[S:23][CH2:22][CH2:21][C:4]=2[N:5]=[C:6]([N:8]2[CH2:13][CH2:12][N:11]([C:14]3[CH:19]=[CH:18][C:17]([OH:20])=[CH:16][CH:15]=3)[CH2:10][CH2:9]2)[N:7]=1)=[N+:25]=[N-:26]. The catalyst class is: 9. (7) Reactant: [NH:1]1[C:9]2[C:4](=[CH:5][CH:6]=[C:7]([C:10]([OH:12])=O)[CH:8]=2)[CH:3]=[CH:2]1.F[P-](F)(F)(F)(F)F.Br[P+](N1CCCC1)(N1CCCC1)N1CCCC1.C(N(C(C)C)CC)(C)C.[C:46]([Si:50]([CH3:77])([CH3:76])[O:51][C:52]1[CH:53]=[C:54]([NH:59][C:60]([O:62][CH2:63][CH:64]2[CH2:69][CH2:68][N:67]([C:70]3[CH:75]=[CH:74][N:73]=[CH:72][CH:71]=3)[CH2:66][CH2:65]2)=[O:61])[C:55]([NH2:58])=[CH:56][CH:57]=1)([CH3:49])([CH3:48])[CH3:47].C(=O)([O-])O.[Na+]. Product: [Si:50]([O:51][C:52]1[CH:53]=[C:54]([NH:59][C:60]([O:62][CH2:63][CH:64]2[CH2:69][CH2:68][N:67]([C:70]3[CH:71]=[CH:72][N:73]=[CH:74][CH:75]=3)[CH2:66][CH2:65]2)=[O:61])[C:55]([NH:58][C:10]([C:7]2[CH:8]=[C:9]3[C:4]([CH:3]=[CH:2][NH:1]3)=[CH:5][CH:6]=2)=[O:12])=[CH:56][CH:57]=1)([C:46]([CH3:49])([CH3:47])[CH3:48])([CH3:77])[CH3:76]. The catalyst class is: 306. (8) Reactant: [CH3:1][C:2]1[CH:3]=[CH:4][C:5]([CH2:9][CH2:10][CH3:11])=[C:6]([CH:8]=1)[NH2:7].[C:12]([N:20]=[C:21]=[S:22])(=[O:19])[C:13]1[CH:18]=[CH:17][CH:16]=[CH:15][CH:14]=1. Product: [CH3:1][C:2]1[CH:3]=[CH:4][C:5]([CH2:9][CH2:10][CH3:11])=[C:6]([NH:7][C:21]([NH:20][C:12](=[O:19])[C:13]2[CH:14]=[CH:15][CH:16]=[CH:17][CH:18]=2)=[S:22])[CH:8]=1. The catalyst class is: 21. (9) Reactant: [OH:1][C:2]1[C:3](=[O:9])[NH:4][C:5]([SH:8])=[N:6][CH:7]=1.[CH3:10]OS(OC)(=O)=O. Product: [CH3:10][S:8][C:5]1[N:4]=[C:3]([OH:9])[C:2]([OH:1])=[CH:7][N:6]=1. The catalyst class is: 611.